From a dataset of Reaction yield outcomes from USPTO patents with 853,638 reactions. Predict the reaction yield, written as a fraction of the theoretical maximum amount of product (1.0 means a 100% yield; for example, 0.34 means a 34% yield). (1) The reactants are [Br:1][C:2]1[CH:3]=[C:4]2[C:10]([C:11](N(OC)C)=[O:12])=[N:9][N:8]([CH:17]3[CH2:22][CH2:21][CH2:20][CH2:19][O:18]3)[C:5]2=[N:6][CH:7]=1.[H-].[Al+3].[Li+].[H-].[H-].[H-]. The catalyst is C1COCC1. The product is [Br:1][C:2]1[CH:3]=[C:4]2[C:10]([CH:11]=[O:12])=[N:9][N:8]([CH:17]3[CH2:22][CH2:21][CH2:20][CH2:19][O:18]3)[C:5]2=[N:6][CH:7]=1. The yield is 0.910. (2) The reactants are Cl[C:2]1[CH:3]=[CH:4][C:5]2[O:14][CH2:13][CH2:12][C:11]3[CH:10]=[C:9]([C:15]4[N:16]([C:20]5[CH:25]=[CH:24][C:23]([F:26])=[CH:22][C:21]=5[F:27])[N:17]=[CH:18][N:19]=4)[S:8][C:7]=3[C:6]=2[N:28]=1.N1CCOCC1.C(N1C[CH2:45][N:44]2[CH2:47][CH2:48][N:49]([CH2:50][CH2:51]CC)P1N(CCCC)CC2)CCC.CC(C)([O-])C. The catalyst is O1CCOCC1.CC([O-])=O.CC([O-])=O.[Pd+2]. The product is [F:27][C:21]1[CH:22]=[C:23]([F:26])[CH:24]=[CH:25][C:20]=1[N:16]1[C:15]([C:9]2[S:8][C:7]3[C:6]4[N:28]=[C:2]([N:49]5[CH2:48][CH2:47][N:44]([CH3:45])[CH2:51][CH2:50]5)[CH:3]=[CH:4][C:5]=4[O:14][CH2:13][CH2:12][C:11]=3[CH:10]=2)=[N:19][CH:18]=[N:17]1. The yield is 0.310. (3) The reactants are C[O:2][C:3]([C:5]1[CH:10]=[N:9][C:8]([O:11][C:12]2[CH:17]=[CH:16][CH:15]=[C:14]([C:18]3[C:27]4[C:22](=[C:23]([C:28]([F:31])([F:30])[F:29])[CH:24]=[CH:25][CH:26]=4)[N:21]=[CH:20][C:19]=3[CH2:32][C:33]3[CH:38]=[CH:37][CH:36]=[CH:35][CH:34]=3)[CH:13]=2)=[CH:7][N:6]=1)=[O:4].[OH-].[Li+].C(C#N)(C)=O.O. The catalyst is CO.C1COCC1.O. The product is [CH2:32]([C:19]1[CH:20]=[N:21][C:22]2[C:27]([C:18]=1[C:14]1[CH:13]=[C:12]([CH:17]=[CH:16][CH:15]=1)[O:11][C:8]1[N:9]=[CH:10][C:5]([C:3]([OH:4])=[O:2])=[N:6][CH:7]=1)=[CH:26][CH:25]=[CH:24][C:23]=2[C:28]([F:31])([F:29])[F:30])[C:33]1[CH:38]=[CH:37][CH:36]=[CH:35][CH:34]=1. The yield is 0.720. (4) The reactants are [F:1][C:2]1[CH:7]=[CH:6][C:5]([CH:8]2[O:12]C(=O)[NH:10][CH:9]2[CH2:14][C:15]2[CH:20]=[CH:19][CH:18]=[C:17]([O:21][CH2:22][C:23]([F:26])([F:25])[F:24])[CH:16]=2)=[CH:4][CH:3]=1.[OH-].[Na+]. The catalyst is C(O)C. The product is [NH2:10][CH:9]([CH2:14][C:15]1[CH:20]=[CH:19][CH:18]=[C:17]([O:21][CH2:22][C:23]([F:26])([F:24])[F:25])[CH:16]=1)[CH:8]([C:5]1[CH:4]=[CH:3][C:2]([F:1])=[CH:7][CH:6]=1)[OH:12]. The yield is 0.820. (5) The reactants are [CH3:1][O:2][CH2:3][C@H:4]([CH3:37])[O:5][C:6]1[CH:7]=[C:8]([C:23]2[NH:27][C:26]([C:28]3[O:29][CH2:30][C@@H:31]([C:33](OC)=[O:34])[N:32]=3)=[CH:25][CH:24]=2)[CH:9]=[C:10]([O:12][C:13]2[CH:14]=[N:15][C:16]([S:19]([CH3:22])(=[O:21])=[O:20])=[CH:17][CH:18]=2)[CH:11]=1.[H-].[Al+3].[Li+].[H-].[H-].[H-].O.[OH-].[Na+]. The catalyst is O1CCCC1.C(OCC)(=O)C. The product is [CH3:1][O:2][CH2:3][C@H:4]([CH3:37])[O:5][C:6]1[CH:7]=[C:8]([C:23]2[NH:27][C:26]([C:28]3[O:29][CH2:30][C@@H:31]([CH2:33][OH:34])[N:32]=3)=[CH:25][CH:24]=2)[CH:9]=[C:10]([O:12][C:13]2[CH:14]=[N:15][C:16]([S:19]([CH3:22])(=[O:20])=[O:21])=[CH:17][CH:18]=2)[CH:11]=1. The yield is 0.690. (6) The reactants are [N:1]1[CH:6]=[CH:5][CH:4]=[CH:3][C:2]=1[CH2:7][CH2:8][OH:9].[N+:10]([C:13]1[CH:20]=[CH:19][CH:18]=[C:17]([N+]([O-])=O)[C:14]=1[C:15]#[N:16])([O-:12])=[O:11]. No catalyst specified. The product is [N+:10]([C:13]1[CH:20]=[CH:19][CH:18]=[C:17]([O:9][CH2:8][CH2:7][C:2]2[CH:3]=[CH:4][CH:5]=[CH:6][N:1]=2)[C:14]=1[C:15]#[N:16])([O-:12])=[O:11]. The yield is 0.820. (7) The reactants are [CH2:1]([O:8][N:9]1[C:15](=[O:16])[N:14]2[CH2:17][C@H:10]1[CH2:11][CH2:12][C@H:13]2[C:18]([OH:20])=O)[C:2]1[CH:7]=[CH:6][CH:5]=[CH:4][CH:3]=1.C(N(CC)CC)C.ClC(OCC(C)C)=O.[C:36]([NH:40][NH2:41])(=[O:39])[CH2:37][CH3:38]. The catalyst is O1CCCC1. The product is [CH2:1]([O:8][N:9]1[C:15](=[O:16])[N:14]2[CH2:17][C@H:10]1[CH2:11][CH2:12][C@H:13]2[C:18]([NH:41][NH:40][C:36](=[O:39])[CH2:37][CH3:38])=[O:20])[C:2]1[CH:3]=[CH:4][CH:5]=[CH:6][CH:7]=1. The yield is 0.960. (8) The reactants are I[C:2]1[CH:3]=[C:4]([O:21][C:22]([F:25])([F:24])F)[CH:5]=[C:6]2[C:11]=1[O:10][CH:9]([C:12]([F:15])([F:14])[F:13])[C:8]([C:16]([O:18][CH2:19][CH3:20])=[O:17])=[CH:7]2.[CH2:26](C([Sn])=C(CCCC)CCCC)[CH2:27]CC.[NH4+].[F-:42]. The catalyst is C1(C)C=CC=CC=1.C1C=CC([P]([Pd]([P](C2C=CC=CC=2)(C2C=CC=CC=2)C2C=CC=CC=2)([P](C2C=CC=CC=2)(C2C=CC=CC=2)C2C=CC=CC=2)[P](C2C=CC=CC=2)(C2C=CC=CC=2)C2C=CC=CC=2)(C2C=CC=CC=2)C2C=CC=CC=2)=CC=1. The product is [F:42][C:22]([F:24])([F:25])[O:21][C:4]1[CH:5]=[C:6]2[C:11](=[C:2]([CH:26]=[CH2:27])[CH:3]=1)[O:10][CH:9]([C:12]([F:15])([F:13])[F:14])[C:8]([C:16]([O:18][CH2:19][CH3:20])=[O:17])=[CH:7]2. The yield is 0.640. (9) The reactants are Br[CH2:2][CH2:3][CH2:4][O:5][C:6]1[C:11]([Cl:12])=[CH:10][C:9]([CH2:13][OH:14])=[C:8]([O:15][CH3:16])[CH:7]=1.[OH:17][C:18]([C:35]1[S:36][CH:37]=[CH:38][CH:39]=1)([C:30]1[S:31][CH:32]=[CH:33][CH:34]=1)[C:19]([O:21][C@H:22]1[CH2:27][CH2:26][C@H:25]([NH:28][CH3:29])[CH2:24][CH2:23]1)=[O:20].C(N(CC)CC)C.C1COCC1. The catalyst is C(#N)C. The product is [OH:17][C:18]([C:30]1[S:31][CH:32]=[CH:33][CH:34]=1)([C:35]1[S:36][CH:37]=[CH:38][CH:39]=1)[C:19]([O:21][C@H:22]1[CH2:23][CH2:24][C@H:25]([N:28]([CH2:2][CH2:3][CH2:4][O:5][C:6]2[CH:7]=[C:8]([O:15][CH3:16])[C:9]([CH2:13][OH:14])=[CH:10][C:11]=2[Cl:12])[CH3:29])[CH2:26][CH2:27]1)=[O:20]. The yield is 0.800.